This data is from Full USPTO retrosynthesis dataset with 1.9M reactions from patents (1976-2016). The task is: Predict the reactants needed to synthesize the given product. (1) The reactants are: [CH3:1][O:2][C:3]1[C@@H:4]([CH:12]([CH3:14])[CH3:13])[N:5]=[C:6]([O:10][CH3:11])[CH:7]([CH3:9])[N:8]=1.C([Li])CCC.IC[C@@H:22]([C:25]1[CH:30]=[CH:29][CH:28]=[CH:27][CH:26]=1)[CH2:23][CH3:24]. Given the product [CH:12]([C@@H:4]1[C:3]([O:2][CH3:1])=[N:8][C@@H:7]([CH2:9][C@@H:22]([C:25]2[CH:30]=[CH:29][CH:28]=[CH:27][CH:26]=2)[CH2:23][CH3:24])[C:6]([O:10][CH3:11])=[N:5]1)([CH3:14])[CH3:13], predict the reactants needed to synthesize it. (2) Given the product [P:2]([OH:13])([OH:9])([OH:3])=[O:1].[N:15]1[C:22]([NH2:23])=[N:21][C:19]([NH2:20])=[N:18][C:16]=1[NH2:17], predict the reactants needed to synthesize it. The reactants are: [O:1]=[P:2]12[O:13]P3(OP(OP(O3)([O:9]1)=O)(=O)[O:3]2)=O.[N:15]1[C:22]([NH2:23])=[N:21][C:19]([NH2:20])=[N:18][C:16]=1[NH2:17]. (3) The reactants are: C([O:8][C:9]1[CH:10]=[C:11]([CH:30]=[CH:31][C:32]=1[O:33]CC1C=CC=CC=1)[CH2:12][N:13]1[C:22]2[CH2:21][CH2:20][NH:19][CH2:18][CH2:17][C:16]=2[C:15]([C:23]2[CH:28]=[CH:27][C:26]([Cl:29])=[CH:25][CH:24]=2)=[N:14]1)C1C=CC=CC=1.B(Br)(Br)Br. Given the product [Cl:29][C:26]1[CH:27]=[CH:28][C:23]([C:15]2[C:16]3[CH2:17][CH2:18][NH:19][CH2:20][CH2:21][C:22]=3[N:13]([CH2:12][C:11]3[CH:10]=[C:9]([OH:8])[C:32]([OH:33])=[CH:31][CH:30]=3)[N:14]=2)=[CH:24][CH:25]=1, predict the reactants needed to synthesize it. (4) Given the product [ClH:19].[ClH:19].[CH3:1][N:2]1[CH2:3][C@H:4]2[C@@H:9]([NH:8][C:7](=[O:11])[CH2:6][NH:5]2)[CH2:10]1, predict the reactants needed to synthesize it. The reactants are: [CH3:1][N:2]1[CH2:10][C@H:9]2[C@@H:4]([N:5](C(OC(C)(C)C)=O)[CH2:6][C:7](=[O:11])[NH:8]2)[CH2:3]1.[ClH:19]. (5) Given the product [C:1]([O:12][CH2:13][CH2:14][O:15][CH2:16][CH3:17])(=[O:11])/[CH:2]=[CH:3]/[CH2:4][CH2:5][CH2:6][CH2:7][CH2:8][CH2:9][CH3:10], predict the reactants needed to synthesize it. The reactants are: [C:1]([OH:12])(=[O:11])/[CH:2]=[CH:3]/[CH2:4][CH2:5][CH2:6][CH2:7][CH2:8][CH2:9][CH3:10].[CH3:13][CH2:14][O:15][CH2:16][CH2:17]O. (6) Given the product [OH:8][CH2:7][CH2:10][C@H:11]([CH:13]1[CH2:14][CH2:15][N:16]([C:19]([O:21][C:22]([CH3:23])([CH3:25])[CH3:24])=[O:20])[CH2:17][CH2:18]1)[CH3:12], predict the reactants needed to synthesize it. The reactants are: B.C1COCC1.[C:7]([CH2:10][C@H:11]([CH:13]1[CH2:18][CH2:17][N:16]([C:19]([O:21][C:22]([CH3:25])([CH3:24])[CH3:23])=[O:20])[CH2:15][CH2:14]1)[CH3:12])(O)=[O:8].CCOCC.Cl. (7) Given the product [CH:17]1([N:12]2[CH2:13][CH2:14][C:9]([C:5]3[CH:6]=[CH:7][CH:8]=[C:3]([O:2][CH3:1])[CH:4]=3)([C:15]#[N:16])[CH2:10][CH2:11]2)[CH2:22][CH2:21][CH2:20][CH2:19][CH2:18]1, predict the reactants needed to synthesize it. The reactants are: [CH3:1][O:2][C:3]1[CH:4]=[C:5]([C:9]2([C:15]#[N:16])[CH2:14][CH2:13][NH:12][CH2:11][CH2:10]2)[CH:6]=[CH:7][CH:8]=1.[C:17]1(=O)[CH2:22][CH2:21][CH2:20][CH2:19][CH2:18]1.C(O[BH-](OC(=O)C)OC(=O)C)(=O)C.[Na+].C(=O)([O-])O.[Na+]. (8) Given the product [Cl:16][C:4]1[C:5]([C:8]([O:10][CH2:11][CH3:12])=[O:9])=[CH:6][N:7]=[C:2]([CH3:1])[N:3]=1, predict the reactants needed to synthesize it. The reactants are: [CH3:1][C:2]1[NH:3][C:4](=O)[C:5]([C:8]([O:10][CH2:11][CH3:12])=[O:9])=[CH:6][N:7]=1.P(Cl)(Cl)([Cl:16])=O.